This data is from Forward reaction prediction with 1.9M reactions from USPTO patents (1976-2016). The task is: Predict the product of the given reaction. (1) Given the reactants C([N:8]1[CH2:13][CH2:12][N:11]([C:14]2[CH:22]=[CH:21][CH:20]=[C:19]3[C:15]=2[CH:16]=[CH:17][NH:18]3)[CH2:10][CH2:9]1)(OC(C)(C)C)=O.[C:23]1([S:33]([Cl:36])(=[O:35])=[O:34])[C:32]2[C:27](=[CH:28][CH:29]=[CH:30][CH:31]=2)[CH:26]=[CH:25][CH:24]=1, predict the reaction product. The product is: [ClH:36].[C:23]1([S:33]([N:18]2[C:19]3[C:15](=[C:14]([N:11]4[CH2:10][CH2:9][NH:8][CH2:13][CH2:12]4)[CH:22]=[CH:21][CH:20]=3)[CH:16]=[CH:17]2)(=[O:35])=[O:34])[C:32]2[C:27](=[CH:28][CH:29]=[CH:30][CH:31]=2)[CH:26]=[CH:25][CH:24]=1. (2) Given the reactants C(C1C=C(N[CH:11]([C:15]2[CH:20]=[CH:19][C:18](OC)=[C:17]([O:23][CH3:24])[CH:16]=2)[C:12]([OH:14])=[O:13])C=CC=1)(=O)N.[NH2:25][C:26]1[CH:27]=[C:28]([C:32]([F:36])=[CH:33][C:34]=1[F:35])[C:29]([NH2:31])=[O:30].COC1C=C(B(O)O)C=CC=1[F:45].O.C(O)(=O)C=O, predict the reaction product. The product is: [C:29]([C:28]1[C:32]([F:36])=[CH:33][C:34]([F:35])=[C:26]([NH:25][CH:11]([C:15]2[CH:20]=[CH:19][C:18]([F:45])=[C:17]([O:23][CH3:24])[CH:16]=2)[C:12]([OH:14])=[O:13])[CH:27]=1)(=[O:30])[NH2:31]. (3) Given the reactants Br[C:2]1[N:3]=[C:4]2[C:10]([NH2:11])=[CH:9][N:8]([C:12]([C:25]3[CH:30]=[CH:29][CH:28]=[CH:27][CH:26]=3)([C:19]3[CH:24]=[CH:23][CH:22]=[CH:21][CH:20]=3)[C:13]3[CH:18]=[CH:17][CH:16]=[CH:15][CH:14]=3)[C:5]2=[N:6][CH:7]=1.[CH:31]([S:34]([C:37]1[CH:42]=[CH:41][C:40](B(O)O)=[CH:39][CH:38]=1)(=[O:36])=[O:35])([CH3:33])[CH3:32].C([O-])([O-])=O.[Na+].[Na+], predict the reaction product. The product is: [CH:31]([S:34]([C:37]1[CH:42]=[CH:41][C:40]([C:2]2[N:3]=[C:4]3[C:10]([NH2:11])=[CH:9][N:8]([C:12]([C:19]4[CH:20]=[CH:21][CH:22]=[CH:23][CH:24]=4)([C:13]4[CH:18]=[CH:17][CH:16]=[CH:15][CH:14]=4)[C:25]4[CH:30]=[CH:29][CH:28]=[CH:27][CH:26]=4)[C:5]3=[N:6][CH:7]=2)=[CH:39][CH:38]=1)(=[O:35])=[O:36])([CH3:33])[CH3:32].